Dataset: Catalyst prediction with 721,799 reactions and 888 catalyst types from USPTO. Task: Predict which catalyst facilitates the given reaction. (1) Reactant: [F-].[Cs+].Cl[C:4]1[CH:21]=[CH:20][C:19]2[C:6](=[CH:7][C:8]3[C:17]([CH:18]=2)=[CH:16][C:15]2[C:10](=[CH:11][CH:12]=[CH:13][CH:14]=2)[CH:9]=3)[CH:5]=1.C([Sn](CCCC)(CCCC)[C:27]1[S:31][C:30]([C:32]2[S:33][CH:34]=[CH:35][CH:36]=2)=[CH:29][CH:28]=1)CCC.P(C(C)(C)C)(C(C)(C)C)C(C)(C)C. Product: [CH:5]1[C:6]2[C:19](=[CH:18][C:17]3[C:8]([CH:7]=2)=[CH:9][C:10]2[C:15](=[CH:14][CH:13]=[CH:12][CH:11]=2)[CH:16]=3)[CH:20]=[CH:21][C:4]=1[C:27]1[S:31][C:30]([C:32]2[S:33][CH:34]=[CH:35][CH:36]=2)=[CH:29][CH:28]=1. The catalyst class is: 102. (2) Reactant: [CH2:1]([O:3][C:4]([CH:6]1[CH2:10][CH2:9][CH2:8][C:7]1=O)=[O:5])[CH3:2].[Cl:12][C:13]1[CH:20]=[CH:19][C:16]([CH2:17][NH2:18])=[CH:15][CH:14]=1.C([BH3-])#N.[Na+]. Product: [CH2:1]([O:3][C:4]([C:6]1[CH2:10][CH2:9][CH2:8][C:7]=1[NH:18][CH2:17][C:16]1[CH:19]=[CH:20][C:13]([Cl:12])=[CH:14][CH:15]=1)=[O:5])[CH3:2]. The catalyst class is: 212. (3) Reactant: [ClH:1].[NH2:2][CH2:3][C@@H:4]([C:6]1[C:14]2[S:13][C:12](=[O:15])[NH:11][C:10]=2[C:9]([O:16]CC2C=CC=CC=2)=[CH:8][CH:7]=1)[OH:5].Cl.[H][H]. Product: [ClH:1].[NH2:2][CH2:3][C@@H:4]([C:6]1[C:14]2[S:13][C:12](=[O:15])[NH:11][C:10]=2[C:9]([OH:16])=[CH:8][CH:7]=1)[OH:5]. The catalyst class is: 19. (4) Reactant: [OH:1][CH2:2][C:3]([NH:7][S:8]([C:11]1[S:15][C:14]([NH:16]C(=O)C)=[N:13][C:12]=1[CH3:20])(=[O:10])=[O:9])([CH2:5][OH:6])[CH3:4]. Product: [OH:6][CH2:5][C:3]([NH:7][S:8]([C:11]1[S:15][C:14]([NH2:16])=[N:13][C:12]=1[CH3:20])(=[O:10])=[O:9])([CH2:2][OH:1])[CH3:4]. The catalyst class is: 33. (5) Reactant: [CH3:1][C:2]1([CH3:27])[O:6][C@@H:5]([C@H:7]([CH2:22][CH:23]([CH3:25])[CH3:24])[C:8]([O:10]C2C(F)=C(F)C(F)=C(F)C=2F)=O)[C:4](=[O:26])[O:3]1.ONC(=O)[C@@H](O)[C@@H](C([N:39]1[CH2:44][CH2:43][N:42]([C:45]2[CH:50]=[CH:49][CH:48]=[CH:47][N:46]=2)[CH2:41][CH2:40]1)=O)CC(C)C.N1C=CC=CC=1N1CCNCC1. Product: [CH3:27][C:2]1([CH3:1])[O:3][C:4](=[O:26])[C@H:5]([C@@H:7]([C:8]([N:39]2[CH2:44][CH2:43][N:42]([C:45]3[CH:50]=[CH:49][CH:48]=[CH:47][N:46]=3)[CH2:41][CH2:40]2)=[O:10])[CH2:22][CH:23]([CH3:24])[CH3:25])[O:6]1. The catalyst class is: 3. (6) Product: [CH:13]1([O:12][C:4]2[N:3]=[C:2]([NH:18][C:19]3[CH:24]=[CH:23][C:22]([CH2:25][CH2:26][OH:27])=[CH:21][CH:20]=3)[CH:7]=[C:6]([C:8]([F:11])([F:10])[F:9])[N:5]=2)[CH2:17][CH2:16][CH2:15][CH2:14]1. Reactant: Cl[C:2]1[CH:7]=[C:6]([C:8]([F:11])([F:10])[F:9])[N:5]=[C:4]([O:12][CH:13]2[CH2:17][CH2:16][CH2:15][CH2:14]2)[N:3]=1.[NH2:18][C:19]1[CH:24]=[CH:23][C:22]([CH2:25][CH2:26][OH:27])=[CH:21][CH:20]=1. The catalyst class is: 179. (7) Reactant: [NH2:1][CH2:2][CH2:3][C:4]([OH:6])=[O:5].[OH-].[Na+].[C:9](Cl)(=[O:18])[C:10]1[CH:15]=[CH:14][CH:13]=[C:12]([O:16][CH3:17])[CH:11]=1.Cl. Product: [C:9]([NH:1][CH2:2][CH2:3][C:4]([OH:6])=[O:5])(=[O:18])[C:10]1[CH:15]=[CH:14][CH:13]=[C:12]([O:16][CH3:17])[CH:11]=1. The catalyst class is: 6.